This data is from Full USPTO retrosynthesis dataset with 1.9M reactions from patents (1976-2016). The task is: Predict the reactants needed to synthesize the given product. (1) The reactants are: F[C:2]1[CH:10]=[CH:9][C:5]([C:6]([OH:8])=[O:7])=[CH:4][C:3]=1[N+:11]([O-:13])=[O:12].[NH2:14][C:15]1[CH:16]=[C:17]([NH:21][C:22](=[O:24])[CH3:23])[CH:18]=[CH:19][CH:20]=1.CCN(CC)CC. Given the product [C:22]([NH:21][C:17]1[CH:16]=[C:15]([NH:14][C:2]2[CH:10]=[CH:9][C:5]([C:6]([OH:8])=[O:7])=[CH:4][C:3]=2[N+:11]([O-:13])=[O:12])[CH:20]=[CH:19][CH:18]=1)(=[O:24])[CH3:23], predict the reactants needed to synthesize it. (2) Given the product [CH2:5]([O:7][C:8](=[O:14])[CH2:9][C:10]1[N:4]=[C:1]([CH3:2])[S:3][CH:12]=1)[CH3:6], predict the reactants needed to synthesize it. The reactants are: [C:1]([NH2:4])(=[S:3])[CH3:2].[CH2:5]([O:7][C:8](=[O:14])[CH2:9][C:10]([CH2:12]Cl)=O)[CH3:6].